Dataset: Forward reaction prediction with 1.9M reactions from USPTO patents (1976-2016). Task: Predict the product of the given reaction. (1) Given the reactants [SH:1][CH2:2][CH2:3][C:4]([OH:6])=[O:5].Br[CH2:8][C:9]([C:11]1[C:21]([Cl:22])=[CH:20][C:14]2[N:15]([CH3:19])[C:16](=[O:18])[S:17][C:13]=2[CH:12]=1)=[O:10].C(=O)([O-])[O-].[K+].[K+], predict the reaction product. The product is: [Cl:22][C:21]1[C:11]([C:9](=[O:10])[CH2:8][S:1][CH2:2][CH2:3][C:4]([OH:6])=[O:5])=[CH:12][C:13]2[S:17][C:16](=[O:18])[N:15]([CH3:19])[C:14]=2[CH:20]=1. (2) Given the reactants [C:1]([O:5][C:6](=[O:21])[C:7]([CH3:20])([S:9][C:10]1[CH:19]=[CH:18][C:13]([C:14]([O:16]C)=[O:15])=[CH:12][CH:11]=1)[CH3:8])([CH3:4])([CH3:3])[CH3:2].[OH-].[K+].C1COCC1.Cl, predict the reaction product. The product is: [C:1]([O:5][C:6](=[O:21])[C:7]([CH3:8])([S:9][C:10]1[CH:11]=[CH:12][C:13]([C:14]([OH:16])=[O:15])=[CH:18][CH:19]=1)[CH3:20])([CH3:2])([CH3:3])[CH3:4].